Task: Predict the product of the given reaction.. Dataset: Forward reaction prediction with 1.9M reactions from USPTO patents (1976-2016) (1) Given the reactants C1N=CN(C(N2C=NC=C2)=O)C=1.[CH3:13][O:14][C@@H:15]([C:19]1[CH:24]=[CH:23][CH:22]=[CH:21][CH:20]=1)[C:16]([OH:18])=O.[Cl:25][C:26]1[CH:44]=[C:43]([Cl:45])[CH:42]=[CH:41][C:27]=1[CH:28]([O:36][CH:37]1[CH2:40][NH:39][CH2:38]1)[C:29]1[CH:34]=[CH:33][C:32]([Cl:35])=[CH:31][CH:30]=1, predict the reaction product. The product is: [Cl:25][C:26]1[CH:44]=[C:43]([Cl:45])[CH:42]=[CH:41][C:27]=1[CH:28]([O:36][CH:37]1[CH2:38][N:39]([C:16](=[O:18])[C@@H:15]([O:14][CH3:13])[C:19]2[CH:24]=[CH:23][CH:22]=[CH:21][CH:20]=2)[CH2:40]1)[C:29]1[CH:34]=[CH:33][C:32]([Cl:35])=[CH:31][CH:30]=1. (2) Given the reactants Cl[C:2]1[N:3]=[C:4]([O:38][CH:39]([CH3:41])[CH3:40])[C:5]2[C:10]([C:11]3[CH:16]=[CH:15][C:14]([C:17]4[N:18]([CH2:22][O:23][CH2:24][CH2:25][Si:26]([CH3:29])([CH3:28])[CH3:27])[CH:19]=[CH:20][N:21]=4)=[CH:13][CH:12]=3)=[CH:9][N:8]([CH2:30][O:31][CH2:32][CH2:33][Si:34]([CH3:37])([CH3:36])[CH3:35])[C:6]=2[N:7]=1.[NH2:42][C:43]1[CH:51]=[CH:50][C:46]([C:47]([NH2:49])=[O:48])=[CH:45][C:44]=1[O:52][CH3:53].[C:54](=O)([O-])[O-].[Cs+].[Cs+].C1(P(C2C=CC=CC=2)C2C=CC3C(=CC=CC=3)C=2C2C3C(=CC=CC=3)C=CC=2P(C2C=CC=CC=2)C2C=CC=CC=2)C=CC=CC=1, predict the reaction product. The product is: [CH:39]([O:38][C:4]1[C:5]2[C:10]([C:11]3[CH:16]=[CH:15][C:14]([C:17]4[N:18]([CH2:22][O:23][CH2:24][CH2:25][Si:26]([CH3:29])([CH3:28])[CH3:27])[CH:19]=[CH:20][N:21]=4)=[CH:13][CH:12]=3)=[CH:9][N:8]([CH2:30][O:31][CH2:32][CH2:33][Si:34]([CH3:37])([CH3:36])[CH3:35])[C:6]=2[N:7]=[C:2]([NH:42][C:43]2[CH:51]=[CH:50][C:46]([C:47]([NH:49][CH3:54])=[O:48])=[CH:45][C:44]=2[O:52][CH3:53])[N:3]=1)([CH3:41])[CH3:40]. (3) Given the reactants [O:1]1[C:5]2[CH:6]=[CH:7][C:8]([C:10](=O)[CH2:11][C:12]([CH3:18])([CH3:17])[CH2:13]C(O)=O)=[CH:9][C:4]=2[O:3][CH2:2]1.C([N:23](CC)C(C)C)(C)C.C1(P(N=[N+]=[N-])(C2C=CC=CC=2)=O)C=CC=CC=1.[OH-].[Na+], predict the reaction product. The product is: [O:1]1[C:5]2[CH:6]=[CH:7][C:8]([C:10]3[CH2:11][C:12]([CH3:18])([CH3:17])[CH2:13][N:23]=3)=[CH:9][C:4]=2[O:3][CH2:2]1. (4) Given the reactants C[N:2]([CH:4]=[C:5]1[CH2:10][CH2:9][N:8]([C:11]([O:13][C:14]([CH3:17])([CH3:16])[CH3:15])=[O:12])[CH2:7][C:6]1=O)C.O.[NH2:20]N, predict the reaction product. The product is: [NH:20]1[C:6]2[CH2:7][N:8]([C:11]([O:13][C:14]([CH3:17])([CH3:16])[CH3:15])=[O:12])[CH2:9][CH2:10][C:5]=2[CH:4]=[N:2]1. (5) Given the reactants [Cl:1][C:2]1[N:7]=[C:6]([N:8]([CH3:23])[C:9]2[CH:22]=[CH:21][C:12]3[N:13]([CH3:20])[C:14]([NH:16][CH:17]([CH3:19])[CH3:18])=[N:15][C:11]=3[CH:10]=2)[CH:5]=[CH:4][N:3]=1.[CH3:24][S:25]([CH2:28][C:29]1[CH:30]=[C:31]([NH2:35])[CH:32]=[CH:33][CH:34]=1)(=[O:27])=[O:26], predict the reaction product. The product is: [ClH:1].[CH:17]([NH:16][C:14]1[N:13]([CH3:20])[C:12]2[CH:21]=[CH:22][C:9]([N:8]([C:6]3[CH:5]=[CH:4][N:3]=[C:2]([NH:35][C:31]4[CH:32]=[CH:33][CH:34]=[C:29]([CH2:28][S:25]([CH3:24])(=[O:27])=[O:26])[CH:30]=4)[N:7]=3)[CH3:23])=[CH:10][C:11]=2[N:15]=1)([CH3:19])[CH3:18]. (6) Given the reactants Br[C:2]1[N:7]=[C:6]2[S:8][C:9]([NH:11][C:12](=[O:24])[C:13]3[CH:18]=[CH:17][C:16]([C:19]([CH3:23])([CH3:22])[CH2:20][OH:21])=[CH:15][CH:14]=3)=[N:10][C:5]2=[CH:4][CH:3]=1.[F:25][C:26]1[CH:31]=[C:30](B(O)O)[CH:29]=[CH:28][N:27]=1, predict the reaction product. The product is: [F:25][C:26]1[CH:31]=[C:30]([C:2]2[N:7]=[C:6]3[S:8][C:9]([NH:11][C:12](=[O:24])[C:13]4[CH:18]=[CH:17][C:16]([C:19]([CH3:23])([CH3:22])[CH2:20][OH:21])=[CH:15][CH:14]=4)=[N:10][C:5]3=[CH:4][CH:3]=2)[CH:29]=[CH:28][N:27]=1. (7) Given the reactants [C:1]([O:5][C:6]([NH:8][C@:9]1([C:14]([OH:16])=O)[CH2:11][C@H:10]1[CH:12]=[CH2:13])=[O:7])([CH3:4])([CH3:3])[CH3:2].[C:17](N1C=CN=C1)([N:19]1[CH:23]=CN=C1)=O.C[NH:30][S:31](NC)(=[O:33])=[O:32].C1CCN2C(=NCCC2)CC1, predict the reaction product. The product is: [C:1]([O:5][C:6]([NH:8][C@:9]1([C:14]([NH:30][S:31]([N:19]([CH3:23])[CH3:17])(=[O:33])=[O:32])=[O:16])[CH2:11][C@H:10]1[CH:12]=[CH2:13])=[O:7])([CH3:4])([CH3:3])[CH3:2]. (8) Given the reactants Cl[C:2]1[CH:7]=[N:6][CH:5]=[C:4]([Cl:8])[N:3]=1.[CH3:9][O:10][C:11]1[CH:18]=[CH:17][CH:16]=[CH:15][C:12]=1[CH2:13][OH:14].[H-].[Na+], predict the reaction product. The product is: [Cl:8][C:4]1[CH:5]=[N:6][CH:7]=[C:2]([O:14][CH2:13][C:12]2[CH:15]=[CH:16][CH:17]=[CH:18][C:11]=2[O:10][CH3:9])[N:3]=1. (9) Given the reactants [F:1][C:2]1[CH:28]=[C:27]([F:29])[CH:26]=[CH:25][C:3]=1[CH2:4][N:5]([CH2:16][C:17]1[CH:22]=[CH:21][C:20]([OH:23])=[CH:19][C:18]=1[F:24])[C:6]1[CH:11]=[CH:10][CH:9]=[C:8]([N+:12]([O-:14])=[O:13])[C:7]=1[CH3:15].[C:30]1(B(O)O)[CH:35]=[CH:34][CH:33]=[CH:32][CH:31]=1, predict the reaction product. The product is: [F:1][C:2]1[CH:28]=[C:27]([F:29])[CH:26]=[CH:25][C:3]=1[CH2:4][N:5]([CH2:16][C:17]1[CH:22]=[CH:21][C:20]([O:23][C:30]2[CH:35]=[CH:34][CH:33]=[CH:32][CH:31]=2)=[CH:19][C:18]=1[F:24])[C:6]1[CH:11]=[CH:10][CH:9]=[C:8]([N+:12]([O-:14])=[O:13])[C:7]=1[CH3:15].